From a dataset of Peptide-MHC class II binding affinity with 134,281 pairs from IEDB. Regression. Given a peptide amino acid sequence and an MHC pseudo amino acid sequence, predict their binding affinity value. This is MHC class II binding data. (1) The peptide sequence is CPFSNRVWNSFQIEE. The MHC is DRB1_1301 with pseudo-sequence DRB1_1301. The binding affinity (normalized) is 0.425. (2) The peptide sequence is GNGVVALRNAQLVTF. The MHC is HLA-DQA10102-DQB10502 with pseudo-sequence HLA-DQA10102-DQB10502. The binding affinity (normalized) is 0.216. (3) The peptide sequence is RFKYLLNVSYLCHLV. The MHC is DRB1_0405 with pseudo-sequence DRB1_0405. The binding affinity (normalized) is 0.688. (4) The peptide sequence is IDSSYFANVLAKKMP. The MHC is DRB1_1201 with pseudo-sequence DRB1_1201. The binding affinity (normalized) is 0.199. (5) The binding affinity (normalized) is 0. The peptide sequence is TSWFYDNDNPYRTWH. The MHC is HLA-DQA10102-DQB10501 with pseudo-sequence HLA-DQA10102-DQB10501. (6) The peptide sequence is TPQLTKAAGVLT. The MHC is DRB3_0301 with pseudo-sequence DRB3_0301. The binding affinity (normalized) is 0.